From a dataset of Reaction yield outcomes from USPTO patents with 853,638 reactions. Predict the reaction yield, written as a fraction of the theoretical maximum amount of product (1.0 means a 100% yield; for example, 0.34 means a 34% yield). (1) The reactants are [H-].[Na+].[CH2:3]([O:10][CH2:11][C@H:12]([OH:16])[CH2:13][CH:14]=[CH2:15])[C:4]1[CH:9]=[CH:8][CH:7]=[CH:6][CH:5]=1.Br[CH2:18][CH:19]([O:23][CH2:24][CH3:25])[O:20][CH2:21][CH3:22]. The catalyst is O1CCCC1. The product is [CH2:21]([O:20][CH:19]([O:23][CH2:24][CH3:25])[CH2:18][O:16][C@H:12]([CH2:13][CH:14]=[CH2:15])[CH2:11][O:10][CH2:3][C:4]1[CH:9]=[CH:8][CH:7]=[CH:6][CH:5]=1)[CH3:22]. The yield is 0.510. (2) The reactants are [Cl:1][C:2]1[CH:3]=[C:4]([NH:9][NH:10][C:11](=[O:13])[CH3:12])[CH:5]=[CH:6][C:7]=1[Cl:8].[C:14](OCC)(=O)[CH2:15]C(C)=O.P(Cl)(Cl)Cl. No catalyst specified. The product is [Cl:1][C:2]1[CH:3]=[C:4]([N:9]2[C:14]([CH3:15])=[CH:12][C:11]([OH:13])=[N:10]2)[CH:5]=[CH:6][C:7]=1[Cl:8]. The yield is 0.410. (3) The reactants are C1CN([P+](Br)(N2CCCC2)N2CCCC2)CC1.F[P-](F)(F)(F)(F)F.[CH3:25][C:26]1[CH:31]=[C:30]([C:32]([N:34]2[CH2:43][C:42]3[CH:41]=[N:40][N:39]([CH3:44])[C:38]=3[NH:37][C:36]3[CH:45]=[CH:46][CH:47]=[CH:48][C:35]2=3)=[O:33])[CH:29]=[CH:28][C:27]=1[CH2:49][CH2:50][C:51](O)=[O:52].[C:54]([O:58][C:59]([N:61]1[CH2:66][CH2:65][CH:64]([CH2:67][NH:68][CH:69]2[CH2:71][CH2:70]2)[CH2:63][CH2:62]1)=[O:60])([CH3:57])([CH3:56])[CH3:55].CCN(C(C)C)C(C)C. The catalyst is ClCCl.CCOC(C)=O. The product is [C:54]([O:58][C:59]([N:61]1[CH2:66][CH2:65][CH:64]([CH2:67][N:68]([CH:69]2[CH2:70][CH2:71]2)[C:51](=[O:52])[CH2:50][CH2:49][C:27]2[CH:28]=[CH:29][C:30]([C:32]([N:34]3[CH2:43][C:42]4[CH:41]=[N:40][N:39]([CH3:44])[C:38]=4[NH:37][C:36]4[CH:45]=[CH:46][CH:47]=[CH:48][C:35]3=4)=[O:33])=[CH:31][C:26]=2[CH3:25])[CH2:63][CH2:62]1)=[O:60])([CH3:57])([CH3:55])[CH3:56]. The yield is 0.730. (4) The reactants are [CH2:1]([N:8]([CH2:20][C:21]1[CH:26]=[CH:25][CH:24]=[CH:23][CH:22]=1)[C:9]1[CH:10]=[C:11]2[CH:17]=[C:16]([CH2:18][OH:19])[NH:15][C:12]2=[CH:13][N:14]=1)[C:2]1[CH:7]=[CH:6][CH:5]=[CH:4][CH:3]=1. The catalyst is C(Cl)Cl.[O-2].[O-2].[Mn+4]. The product is [CH2:20]([N:8]([CH2:1][C:2]1[CH:7]=[CH:6][CH:5]=[CH:4][CH:3]=1)[C:9]1[CH:10]=[C:11]2[CH:17]=[C:16]([CH:18]=[O:19])[NH:15][C:12]2=[CH:13][N:14]=1)[C:21]1[CH:22]=[CH:23][CH:24]=[CH:25][CH:26]=1. The yield is 0.650.